This data is from Forward reaction prediction with 1.9M reactions from USPTO patents (1976-2016). The task is: Predict the product of the given reaction. (1) Given the reactants [N:1]1([C:7]([C:9]2[CH:14]=[CH:13][CH:12]=[CH:11][C:10]=2[C:15]([F:18])([F:17])[F:16])=[O:8])[CH2:6][CH2:5][NH:4][CH2:3][CH2:2]1.[ClH:19], predict the reaction product. The product is: [ClH:19].[N:1]1([C:7]([C:9]2[CH:14]=[CH:13][CH:12]=[CH:11][C:10]=2[C:15]([F:17])([F:16])[F:18])=[O:8])[CH2:6][CH2:5][NH:4][CH2:3][CH2:2]1. (2) Given the reactants [CH3:1][C:2]1[CH:20]=[CH:19][C:5]([C:6]([NH:8][C:9]2[CH:10]=[C:11]3[C:16](=[CH:17][CH:18]=2)[CH2:15][NH:14][CH2:13][CH2:12]3)=[O:7])=[C:4]([N:21]2[CH2:26][CH2:25][CH:24]([CH3:27])[CH2:23][CH2:22]2)[N:3]=1.[CH:28]([C:30]1[CH:37]=[CH:36][C:33]([C:34]#[N:35])=[CH:32][CH:31]=1)=O.C(O[BH-](OC(=O)C)OC(=O)C)(=O)C.[Na+], predict the reaction product. The product is: [C:34]([C:33]1[CH:36]=[CH:37][C:30]([CH2:28][N:14]2[CH2:13][CH2:12][C:11]3[C:16](=[CH:17][CH:18]=[C:9]([NH:8][C:6](=[O:7])[C:5]4[CH:19]=[CH:20][C:2]([CH3:1])=[N:3][C:4]=4[N:21]4[CH2:26][CH2:25][CH:24]([CH3:27])[CH2:23][CH2:22]4)[CH:10]=3)[CH2:15]2)=[CH:31][CH:32]=1)#[N:35]. (3) Given the reactants [CH2:1]([S:3]([N:6]1[C:18]2[CH2:17][CH2:16][CH:15]([CH:19]3[CH2:24][CH2:23][O:22][CH2:21][CH2:20]3)[CH2:14][C:13]=2[C:12]2[C:7]1=[CH:8][CH:9]=[C:10]([C:25]([N:27]1[CH2:31][CH2:30][CH2:29][C@@H:28]1[C:32]([O:34]C(C)(C)C)=[O:33])=[O:26])[CH:11]=2)(=[O:5])=[O:4])[CH3:2].[OH-].[Li+].C(O)(=O)C, predict the reaction product. The product is: [CH2:1]([S:3]([N:6]1[C:18]2[CH2:17][CH2:16][CH:15]([CH:19]3[CH2:24][CH2:23][O:22][CH2:21][CH2:20]3)[CH2:14][C:13]=2[C:12]2[C:7]1=[CH:8][CH:9]=[C:10]([C:25]([N:27]1[CH2:31][CH2:30][CH2:29][C@@H:28]1[C:32]([OH:34])=[O:33])=[O:26])[CH:11]=2)(=[O:4])=[O:5])[CH3:2]. (4) Given the reactants [Br:1][C:2]1[CH:3]=[N:4][C:5]2[N:6]([N:8]=[C:9]([C:11]([OH:13])=O)[CH:10]=2)[CH:7]=1.[CH3:14][N:15]1[C:24]2[C:19](=[CH:20][CH:21]=[CH:22][CH:23]=2)[CH2:18][CH2:17][NH:16]1, predict the reaction product. The product is: [Br:1][C:2]1[CH:3]=[N:4][C:5]2[N:6]([N:8]=[C:9]([C:11]([N:16]3[CH2:17][CH2:18][C:19]4[C:24](=[CH:23][CH:22]=[CH:21][CH:20]=4)[N:15]3[CH3:14])=[O:13])[CH:10]=2)[CH:7]=1. (5) Given the reactants C(O[C:6]([N:8]1[CH2:12][C:11](=[N:13][O:14][CH3:15])[CH2:10][C@H:9]1[C:16]([OH:18])=O)=[O:7])(C)(C)C.[N:19]1[CH:24]=[CH:23][CH:22]=[C:21]([C:25]2[CH:33]=[CH:32][C:28](C(O)=O)=[CH:27][CH:26]=2)[CH:20]=1.[NH2:34][CH2:35][C@@H:36]([OH:45])[CH2:37][O:38][C:39]1[CH:44]=[CH:43][CH:42]=[CH:41][CH:40]=1, predict the reaction product. The product is: [OH:45][CH:36]([CH2:37][O:38][C:39]1[CH:44]=[CH:43][CH:42]=[CH:41][CH:40]=1)[CH2:35][NH:34][C:16]([C@@H:9]1[CH2:10][C:11](=[N:13][O:14][CH3:15])[CH2:12][N:8]1[C:6](=[O:7])[C:28]1[CH:27]=[CH:26][C:25]([C:21]2[CH:20]=[N:19][CH:24]=[CH:23][CH:22]=2)=[CH:33][CH:32]=1)=[O:18]. (6) Given the reactants Br[C:2]1[CH:3]=[CH:4][C:5]2[CH:9]=[C:8]([C:10]3[C:15]([Cl:16])=[CH:14][N:13]=[C:12]([NH:17][CH2:18][CH2:19][CH2:20][N:21]4[CH2:26][CH2:25][N:24]([CH3:27])[CH2:23][CH2:22]4)[N:11]=3)[S:7][C:6]=2[CH:28]=1.[N:29]1[CH:34]=[CH:33][CH:32]=[CH:31][C:30]=1[NH2:35].CC1(C)C2C(=C(P(C3C=CC=CC=3)C3C=CC=CC=3)C=CC=2)OC2C(P(C3C=CC=CC=3)C3C=CC=CC=3)=CC=CC1=2.C(=O)([O-])[O-].[Cs+].[Cs+], predict the reaction product. The product is: [Cl:16][C:15]1[C:10]([C:8]2[S:7][C:6]3[CH:28]=[C:2]([NH:35][C:30]4[CH:31]=[CH:32][CH:33]=[CH:34][N:29]=4)[CH:3]=[CH:4][C:5]=3[CH:9]=2)=[N:11][C:12]([NH:17][CH2:18][CH2:19][CH2:20][N:21]2[CH2:26][CH2:25][N:24]([CH3:27])[CH2:23][CH2:22]2)=[N:13][CH:14]=1.